The task is: Predict the reaction yield, written as a fraction of the theoretical maximum amount of product (1.0 means a 100% yield; for example, 0.34 means a 34% yield).. This data is from Reaction yield outcomes from USPTO patents with 853,638 reactions. (1) The reactants are [CH3:1][C:2]1([CH3:28])[CH2:5][CH:4]([CH:6]([NH:16][C:17]2[CH:18]=[N:19][C:20]3[C:25]([CH:26]=2)=[CH:24][C:23]([F:27])=[CH:22][CH:21]=3)[C:7]2[CH:15]=[CH:14][C:10]([C:11](O)=[O:12])=[CH:9][CH:8]=2)[CH2:3]1.Cl.[CH2:30]([O:32][C:33](=[O:37])[CH2:34][CH2:35][NH2:36])[CH3:31].ON1C2N=CC=CC=2N=N1.Cl.C(N=C=NCCCN(C)C)C.C(N(CC)CC)C. The catalyst is C(Cl)Cl. The product is [CH3:1][C:2]1([CH3:28])[CH2:3][CH:4]([CH:6]([NH:16][C:17]2[CH:18]=[N:19][C:20]3[C:25]([CH:26]=2)=[CH:24][C:23]([F:27])=[CH:22][CH:21]=3)[C:7]2[CH:15]=[CH:14][C:10]([C:11]([NH:36][CH2:35][CH2:34][C:33]([O:32][CH2:30][CH3:31])=[O:37])=[O:12])=[CH:9][CH:8]=2)[CH2:5]1. The yield is 0.540. (2) The reactants are [CH3:1][N:2]1[CH:6]=[C:5]([S:7]([N:10]2[CH2:15][CH2:14][N:13](C(OC(C)(C)C)=O)[CH2:12][CH2:11]2)(=[O:9])=[O:8])[N:4]=[CH:3]1.Cl. The catalyst is O1CCOCC1. The product is [CH3:1][N:2]1[CH:6]=[C:5]([S:7]([N:10]2[CH2:15][CH2:14][NH:13][CH2:12][CH2:11]2)(=[O:8])=[O:9])[N:4]=[CH:3]1. The yield is 0.900. (3) The reactants are [F:1][CH2:2][CH2:3][N:4]1[CH2:9][CH2:8][N:7]([C:10]2[CH:11]=[CH:12][C:13]([NH2:16])=[N:14][CH:15]=2)[CH2:6][CH2:5]1.Br[C:18]1[C:19](=[O:26])[N:20]([CH3:25])[CH:21]=[C:22]([Br:24])[CH:23]=1.C(=O)([O-])[O-].[Cs+].[Cs+].CC1(C)C2C(=C(P(C3C=CC=CC=3)C3C=CC=CC=3)C=CC=2)OC2C(P(C3C=CC=CC=3)C3C=CC=CC=3)=CC=CC1=2. The catalyst is C(Cl)Cl.CO.O.C1C=CC(/C=C/C(/C=C/C2C=CC=CC=2)=O)=CC=1.C1C=CC(/C=C/C(/C=C/C2C=CC=CC=2)=O)=CC=1.C1C=CC(/C=C/C(/C=C/C2C=CC=CC=2)=O)=CC=1.[Pd].[Pd].O1CCOCC1. The product is [Br:24][C:22]1[CH:23]=[C:18]([NH:16][C:13]2[CH:12]=[CH:11][C:10]([N:7]3[CH2:6][CH2:5][N:4]([CH2:3][CH2:2][F:1])[CH2:9][CH2:8]3)=[CH:15][N:14]=2)[C:19](=[O:26])[N:20]([CH3:25])[CH:21]=1. The yield is 0.620. (4) The reactants are [ClH:1].[OH:2][C:3]([C:35]1[CH:40]=[CH:39][CH:38]=[CH:37][CH:36]=1)([C:29]1[CH:34]=[CH:33][CH:32]=[CH:31][CH:30]=1)[CH:4]1[CH2:9][CH2:8][N:7]([CH2:10][CH2:11][CH2:12][C:13]([C:15]2[CH:20]=[CH:19][C:18]([C:21]([CH3:28])([CH3:27])[C:22]([O:24]CC)=[O:23])=[CH:17][CH:16]=2)=[O:14])[CH2:6][CH2:5]1.[OH-].[Na+].[BH4-].[Na+].Cl. The product is [OH2:2].[ClH:1].[OH:2][C:3]([C:35]1[CH:36]=[CH:37][CH:38]=[CH:39][CH:40]=1)([C:29]1[CH:30]=[CH:31][CH:32]=[CH:33][CH:34]=1)[CH:4]1[CH2:9][CH2:8][N:7]([CH2:10][CH2:11][CH2:12][CH:13]([C:15]2[CH:20]=[CH:19][C:18]([C:21]([CH3:28])([CH3:27])[C:22]([OH:24])=[O:23])=[CH:17][CH:16]=2)[OH:14])[CH2:6][CH2:5]1. The catalyst is O.CC(C)=O.CO. The yield is 0.915. (5) The reactants are C(OC([NH:8][CH2:9][CH2:10][C:11]1[CH:16]=[CH:15][C:14]([C:17]2[CH:22]=[CH:21][C:20]([O:23][CH:24]([CH3:33])[CH2:25][NH:26][S:27]([CH:30]([CH3:32])[CH3:31])(=[O:29])=[O:28])=[CH:19][CH:18]=2)=[CH:13][CH:12]=1)=O)(C)(C)C.FC(F)(F)C(O)=O.C(Cl)[Cl:42]. The catalyst is C(OCC)C. The product is [ClH:42].[NH2:8][CH2:9][CH2:10][C:11]1[CH:12]=[CH:13][C:14]([C:17]2[CH:22]=[CH:21][C:20]([O:23][CH:24]([CH3:33])[CH2:25][NH:26][S:27]([CH:30]([CH3:31])[CH3:32])(=[O:29])=[O:28])=[CH:19][CH:18]=2)=[CH:15][CH:16]=1. The yield is 0.940. (6) The reactants are [CH3:1][CH2:2][C:3]([CH2:5][CH2:6]/[CH:7]=[C:8](/[CH2:10][CH2:11][CH:12]=[C:13]([CH3:15])[CH3:14])\[CH3:9])=[CH2:4].[CH:16]1C2C(=CC=CC=2)C=C[CH:17]=1.[Na]. The catalyst is C1(C)C=CC=CC=1. The product is [CH3:4]/[C:3](/[CH2:5][CH2:6]/[CH:7]=[C:8](\[CH3:9])/[CH2:10][CH2:11][CH:12]=[C:13]([CH3:14])[CH3:15])=[CH:2]\[CH2:1][CH:16]=[CH2:17]. The yield is 0.938. (7) The reactants are C(O)(=O)C.[N:5]1[CH:10]=[CH:9][C:8]([C:11]([CH3:23])=[CH:12][C:13]([O:15]CC2C=CC=CC=2)=[O:14])=[CH:7][CH:6]=1. The catalyst is CO. The product is [N:5]1[CH:10]=[CH:9][C:8]([CH:11]([CH3:23])[CH2:12][C:13]([OH:15])=[O:14])=[CH:7][CH:6]=1. The yield is 0.600.